Dataset: Peptide-MHC class II binding affinity with 134,281 pairs from IEDB. Task: Regression. Given a peptide amino acid sequence and an MHC pseudo amino acid sequence, predict their binding affinity value. This is MHC class II binding data. (1) The peptide sequence is YDKELANVSTVLTGK. The MHC is DRB1_1001 with pseudo-sequence DRB1_1001. The binding affinity (normalized) is 0.462. (2) The peptide sequence is NKLCSKFTRGAQKLL. The MHC is DRB1_0101 with pseudo-sequence DRB1_0101. The binding affinity (normalized) is 0.414.